This data is from Forward reaction prediction with 1.9M reactions from USPTO patents (1976-2016). The task is: Predict the product of the given reaction. (1) Given the reactants [CH2:1]([O:3][C:4]([C:6]1[C:10]2=[N:11][CH:12]=[CH:13][C:14](Cl)=[C:9]2[NH:8][C:7]=1[CH3:16])=[O:5])[CH3:2].[CH:17]1([CH2:20][O:21][C:22]2[CH:27]=[C:26]([F:28])[C:25]([O:29][CH3:30])=[CH:24][C:23]=2B2OC(C)(C)C(C)(C)O2)[CH2:19][CH2:18]1, predict the reaction product. The product is: [CH:17]1([CH2:20][O:21][C:22]2[CH:27]=[C:26]([F:28])[C:25]([O:29][CH3:30])=[CH:24][C:23]=2[C:14]2[CH:13]=[CH:12][N:11]=[C:10]3[C:6]([C:4]([O:3][CH2:1][CH3:2])=[O:5])=[C:7]([CH3:16])[NH:8][C:9]=23)[CH2:18][CH2:19]1. (2) Given the reactants [C:1]([NH:5][C:6]1[N:7]=[C:8]([N:24]2[CH2:28][CH2:27][C@H:26]([NH:29][C:30](=[O:32])[CH3:31])[CH2:25]2)[C:9]2[N:14]=[N:13][N:12](CC3C=CC(OC)=CC=3)[C:10]=2[N:11]=1)([CH3:4])([CH3:3])[CH3:2], predict the reaction product. The product is: [C:1]([NH:5][C:6]1[N:7]=[C:8]([N:24]2[CH2:28][CH2:27][C@H:26]([NH:29][C:30](=[O:32])[CH3:31])[CH2:25]2)[C:9]2[N:14]=[N:13][NH:12][C:10]=2[N:11]=1)([CH3:4])([CH3:2])[CH3:3]. (3) Given the reactants [I:1][C:2]1[CH:8]=[CH:7][C:5]([NH2:6])=[CH:4][CH:3]=1.[Br:9][CH2:10][C:11](Br)=[O:12].C(N(CC)CC)C, predict the reaction product. The product is: [Br:9][CH2:10][C:11]([NH:6][C:5]1[CH:7]=[CH:8][C:2]([I:1])=[CH:3][CH:4]=1)=[O:12]. (4) Given the reactants C[O:2][C:3]([C:5]1[C:9]([NH:10][C:11]([C:24]2[CH:29]=[CH:28][CH:27]=[CH:26][CH:25]=2)([C:18]2[CH:23]=[CH:22][CH:21]=[CH:20][CH:19]=2)[C:12]2[CH:17]=[CH:16][CH:15]=[CH:14][CH:13]=2)=[CH:8][N:7]([CH3:30])[N:6]=1)=[O:4].[OH-].[Na+], predict the reaction product. The product is: [CH3:30][N:7]1[CH:8]=[C:9]([NH:10][C:11]([C:18]2[CH:19]=[CH:20][CH:21]=[CH:22][CH:23]=2)([C:24]2[CH:29]=[CH:28][CH:27]=[CH:26][CH:25]=2)[C:12]2[CH:13]=[CH:14][CH:15]=[CH:16][CH:17]=2)[C:5]([C:3]([OH:4])=[O:2])=[N:6]1. (5) Given the reactants [C:1]1([S:7]([CH2:10][C:11]2[C:16]([C:17]([O:19]C)=[O:18])=[C:15]([O:21][CH2:22][CH2:23][N:24]([C:26]([O:28][C:29]([CH3:32])([CH3:31])[CH3:30])=[O:27])[CH3:25])[C:14]([C:33]3[CH:37]=[CH:36][O:35][CH:34]=3)=[CH:13][CH:12]=2)(=[O:9])=[O:8])[CH:6]=[CH:5][CH:4]=[CH:3][CH:2]=1.O.[OH-].[Li+], predict the reaction product. The product is: [C:1]1([S:7]([CH2:10][C:11]2[C:16]([C:17]([OH:19])=[O:18])=[C:15]([O:21][CH2:22][CH2:23][N:24]([C:26]([O:28][C:29]([CH3:30])([CH3:31])[CH3:32])=[O:27])[CH3:25])[C:14]([C:33]3[CH:37]=[CH:36][O:35][CH:34]=3)=[CH:13][CH:12]=2)(=[O:9])=[O:8])[CH:2]=[CH:3][CH:4]=[CH:5][CH:6]=1. (6) Given the reactants [C:1]([O:5][C:6]([N:8]1[CH2:13][CH2:12][O:11][CH:10]([C:14]2[CH:19]=[CH:18][C:17]([NH2:20])=[CH:16][CH:15]=2)[CH2:9]1)=[O:7])([CH3:4])([CH3:3])[CH3:2].[Cl:21][C:22]1[CH:29]=[CH:28][C:25]([CH:26]=O)=[CH:24][CH:23]=1.CC(O)=O.C(O[BH-](OC(=O)C)OC(=O)C)(=O)C.[Na+], predict the reaction product. The product is: [C:1]([O:5][C:6]([N:8]1[CH2:13][CH2:12][O:11][CH:10]([C:14]2[CH:15]=[CH:16][C:17]([NH:20][CH2:26][C:25]3[CH:28]=[CH:29][C:22]([Cl:21])=[CH:23][CH:24]=3)=[CH:18][CH:19]=2)[CH2:9]1)=[O:7])([CH3:4])([CH3:2])[CH3:3]. (7) Given the reactants Br[C:2]1[CH:7]=[CH:6][C:5]([C:8](=[C:16]2[CH2:22][CH2:21][CH2:20][CH2:19][CH2:18][CH2:17]2)[C:9]2[CH:14]=[CH:13][C:12]([OH:15])=[CH:11][CH:10]=2)=[CH:4][CH:3]=1.C(N(CC)C(C)C)(C)C.[CH2:32]([OH:37])[CH2:33][CH2:34][C:35]#[CH:36].[NH4+].[Cl-], predict the reaction product. The product is: [C:16]1(=[C:8]([C:5]2[CH:6]=[CH:7][C:2]([C:36]#[C:35][CH2:34][CH2:33][CH2:32][OH:37])=[CH:3][CH:4]=2)[C:9]2[CH:14]=[CH:13][C:12]([OH:15])=[CH:11][CH:10]=2)[CH2:22][CH2:21][CH2:20][CH2:19][CH2:18][CH2:17]1. (8) Given the reactants [OH:1][C@H:2]([CH2:12][NH:13][C:14]1[CH:15]=[CH:16][C:17]2[N:23]([CH3:24])[C:22](=[O:25])[O:21][CH2:20][CH2:19][C:18]=2[CH:26]=1)[CH2:3][NH:4][C:5](=[O:11])[O:6][C:7]([CH3:10])([CH3:9])[CH3:8].[C:27](N1C=CN=C1)(N1C=CN=C1)=[O:28], predict the reaction product. The product is: [C:7]([O:6][C:5](=[O:11])[NH:4][CH2:3][C@@H:2]1[O:1][C:27](=[O:28])[N:13]([C:14]2[CH:15]=[CH:16][C:17]3[N:23]([CH3:24])[C:22](=[O:25])[O:21][CH2:20][CH2:19][C:18]=3[CH:26]=2)[CH2:12]1)([CH3:8])([CH3:9])[CH3:10]. (9) Given the reactants [Br:1][C:2]1[CH:3]=[C:4]([CH:8]=O)[CH:5]=[N:6][CH:7]=1.[C:10]([OH:16])(=[O:15])[CH2:11]C(O)=O.C([O-])(=O)C.[NH4+:21], predict the reaction product. The product is: [NH2:21][CH:8]([C:4]1[CH:5]=[N:6][CH:7]=[C:2]([Br:1])[CH:3]=1)[CH2:11][C:10]([OH:16])=[O:15].